This data is from Peptide-MHC class I binding affinity with 185,985 pairs from IEDB/IMGT. The task is: Regression. Given a peptide amino acid sequence and an MHC pseudo amino acid sequence, predict their binding affinity value. This is MHC class I binding data. (1) The peptide sequence is TLLSLTFIR. The MHC is HLA-A33:01 with pseudo-sequence HLA-A33:01. The binding affinity (normalized) is 0.481. (2) The peptide sequence is ISKLGINYL. The MHC is Mamu-A01 with pseudo-sequence Mamu-A01. The binding affinity (normalized) is 0.488. (3) The MHC is Patr-A0901 with pseudo-sequence Patr-A0901. The binding affinity (normalized) is 0.162. The peptide sequence is DHQAAFQYI. (4) The peptide sequence is AMEELPDTI. The MHC is HLA-A32:01 with pseudo-sequence HLA-A32:01. The binding affinity (normalized) is 0.0784. (5) The peptide sequence is IVSLCPTKK. The MHC is HLA-A02:03 with pseudo-sequence HLA-A02:03. The binding affinity (normalized) is 0. (6) The peptide sequence is KTQEPPQVA. The MHC is HLA-B40:01 with pseudo-sequence HLA-B40:01. The binding affinity (normalized) is 0.0847. (7) The peptide sequence is TLRRRFAVA. The MHC is HLA-B08:02 with pseudo-sequence HLA-B08:02. The binding affinity (normalized) is 0.0847. (8) The peptide sequence is RPKQRRPQGL. The MHC is HLA-B35:01 with pseudo-sequence HLA-B35:01. The binding affinity (normalized) is 0. (9) The peptide sequence is ETIGLVRAL. The MHC is HLA-B07:02 with pseudo-sequence HLA-B07:02. The binding affinity (normalized) is 0.213. (10) The peptide sequence is SCATYSEAL. The MHC is H-2-Kd with pseudo-sequence H-2-Kd. The binding affinity (normalized) is 0.113.